From a dataset of NCI-60 drug combinations with 297,098 pairs across 59 cell lines. Regression. Given two drug SMILES strings and cell line genomic features, predict the synergy score measuring deviation from expected non-interaction effect. (1) Drug 1: CC1C(C(CC(O1)OC2CC(OC(C2O)C)OC3=CC4=CC5=C(C(=O)C(C(C5)C(C(=O)C(C(C)O)O)OC)OC6CC(C(C(O6)C)O)OC7CC(C(C(O7)C)O)OC8CC(C(C(O8)C)O)(C)O)C(=C4C(=C3C)O)O)O)O. Drug 2: CCN(CC)CCCC(C)NC1=C2C=C(C=CC2=NC3=C1C=CC(=C3)Cl)OC. Cell line: MOLT-4. Synergy scores: CSS=85.3, Synergy_ZIP=-0.302, Synergy_Bliss=-0.477, Synergy_Loewe=-0.854, Synergy_HSA=-1.08. (2) Drug 1: C1CN(CCN1C(=O)CCBr)C(=O)CCBr. Drug 2: C(CCl)NC(=O)N(CCCl)N=O. Cell line: M14. Synergy scores: CSS=25.6, Synergy_ZIP=-7.09, Synergy_Bliss=-2.05, Synergy_Loewe=-4.35, Synergy_HSA=-0.407. (3) Drug 2: CN1C(=O)N2C=NC(=C2N=N1)C(=O)N. Cell line: SW-620. Synergy scores: CSS=9.74, Synergy_ZIP=-3.07, Synergy_Bliss=-1.67, Synergy_Loewe=-3.34, Synergy_HSA=-1.26. Drug 1: C1CC(=O)NC(=O)C1N2CC3=C(C2=O)C=CC=C3N. (4) Drug 1: C1=NC2=C(N=C(N=C2N1C3C(C(C(O3)CO)O)F)Cl)N. Drug 2: CCN(CC)CCNC(=O)C1=C(NC(=C1C)C=C2C3=C(C=CC(=C3)F)NC2=O)C. Cell line: 786-0. Synergy scores: CSS=7.61, Synergy_ZIP=-5.69, Synergy_Bliss=-6.79, Synergy_Loewe=-5.18, Synergy_HSA=-4.67. (5) Drug 1: CCCS(=O)(=O)NC1=C(C(=C(C=C1)F)C(=O)C2=CNC3=C2C=C(C=N3)C4=CC=C(C=C4)Cl)F. Drug 2: CCC1(CC2CC(C3=C(CCN(C2)C1)C4=CC=CC=C4N3)(C5=C(C=C6C(=C5)C78CCN9C7C(C=CC9)(C(C(C8N6C=O)(C(=O)OC)O)OC(=O)C)CC)OC)C(=O)OC)O.OS(=O)(=O)O. Cell line: SK-MEL-5. Synergy scores: CSS=55.2, Synergy_ZIP=6.77, Synergy_Bliss=6.55, Synergy_Loewe=-0.579, Synergy_HSA=7.78. (6) Drug 1: CC1C(C(CC(O1)OC2CC(CC3=C2C(=C4C(=C3O)C(=O)C5=C(C4=O)C(=CC=C5)OC)O)(C(=O)CO)O)N)O.Cl. Drug 2: CC1C(C(CC(O1)OC2CC(CC3=C2C(=C4C(=C3O)C(=O)C5=C(C4=O)C(=CC=C5)OC)O)(C(=O)C)O)N)O.Cl. Cell line: ACHN. Synergy scores: CSS=41.9, Synergy_ZIP=1.50, Synergy_Bliss=0.524, Synergy_Loewe=-22.8, Synergy_HSA=1.30. (7) Drug 1: C1=CC(=CC=C1C#N)C(C2=CC=C(C=C2)C#N)N3C=NC=N3. Drug 2: CN1C(=O)N2C=NC(=C2N=N1)C(=O)N. Cell line: HOP-92. Synergy scores: CSS=-0.132, Synergy_ZIP=0.270, Synergy_Bliss=-0.815, Synergy_Loewe=-6.39, Synergy_HSA=-2.07.